This data is from Full USPTO retrosynthesis dataset with 1.9M reactions from patents (1976-2016). The task is: Predict the reactants needed to synthesize the given product. (1) Given the product [Cl:1][C:2]1[CH:3]=[C:4]([CH2:14][OH:15])[CH:5]=[N:6][C:7]=1[N:8]1[CH2:13][CH2:12][N:11]([C:17]2[NH:18][C:19]3[C:25]([C:26]4[CH:27]=[C:28]([F:34])[C:29]([F:33])=[C:30]([F:32])[CH:31]=4)=[CH:24][C:23]([C:35]([F:38])([F:36])[F:37])=[CH:22][C:20]=3[N:21]=2)[CH2:10][CH2:9]1, predict the reactants needed to synthesize it. The reactants are: [Cl:1][C:2]1[CH:3]=[C:4]([CH2:14][OH:15])[CH:5]=[N:6][C:7]=1[N:8]1[CH2:13][CH2:12][NH:11][CH2:10][CH2:9]1.Cl[C:17]1[NH:21][C:20]2[CH:22]=[C:23]([C:35]([F:38])([F:37])[F:36])[CH:24]=[C:25]([C:26]3[CH:31]=[C:30]([F:32])[C:29]([F:33])=[C:28]([F:34])[CH:27]=3)[C:19]=2[N:18]=1. (2) Given the product [F:12][C:13]1([F:19])[CH2:18][CH2:17][CH2:16][N:15]([C:2]2[N:7]=[C:6]([CH3:8])[C:5]([N+:9]([O-:11])=[O:10])=[CH:4][CH:3]=2)[CH2:14]1, predict the reactants needed to synthesize it. The reactants are: Cl[C:2]1[N:7]=[C:6]([CH3:8])[C:5]([N+:9]([O-:11])=[O:10])=[CH:4][CH:3]=1.[F:12][C:13]1([F:19])[CH2:18][CH2:17][CH2:16][NH:15][CH2:14]1. (3) Given the product [Br:27][C:28]1[N:33]=[CH:32][C:31]([O:1][C@H:2]2[CH2:6][CH2:5][O:4][C:3]2=[O:7])=[CH:30][CH:29]=1, predict the reactants needed to synthesize it. The reactants are: [OH:1][C@@H:2]1[CH2:6][CH2:5][O:4][C:3]1=[O:7].C1(P(C2C=CC=CC=2)C2C=CC=CC=2)C=CC=CC=1.[Br:27][C:28]1[N:33]=[CH:32][C:31](O)=[CH:30][CH:29]=1. (4) The reactants are: [F:1][C:2]([F:12])([F:11])[C:3]1[CH:10]=[CH:9][CH:8]=[CH:7][C:4]=1[CH:5]=O.[CH3:13][C:14]([S@:17]([NH2:19])=[O:18])([CH3:16])[CH3:15].C1(C)C=CC(S([O-])(=O)=O)=CC=1.[NH+]1C=CC=CC=1.S([O-])([O-])(=O)=O.[Mg+2]. Given the product [CH3:13][C:14]([S@:17](/[N:19]=[CH:5]/[C:4]1[CH:7]=[CH:8][CH:9]=[CH:10][C:3]=1[C:2]([F:12])([F:11])[F:1])=[O:18])([CH3:16])[CH3:15], predict the reactants needed to synthesize it. (5) The reactants are: [F:1][C:2]1[CH:7]=[CH:6][C:5]([C:8]2[N:13]=[N:12][C:11]([NH2:14])=[N:10][CH:9]=2)=[CH:4][CH:3]=1.Cl[CH:16]([C:19]1([C:22]2[CH:27]=[CH:26][C:25]([O:28][CH3:29])=[CH:24][CH:23]=2)[CH2:21][CH2:20]1)[CH:17]=O. Given the product [F:1][C:2]1[CH:3]=[CH:4][C:5]([C:8]2[CH:9]=[N:10][C:11]3[N:12]([C:16]([C:19]4([C:22]5[CH:23]=[CH:24][C:25]([O:28][CH3:29])=[CH:26][CH:27]=5)[CH2:20][CH2:21]4)=[CH:17][N:14]=3)[N:13]=2)=[CH:6][CH:7]=1, predict the reactants needed to synthesize it. (6) Given the product [CH3:17][NH:16][C:15](=[O:18])[C@H:8]([NH:7][CH3:6])[CH2:9][C:10]1[S:11][CH:12]=[CH:13][CH:14]=1, predict the reactants needed to synthesize it. The reactants are: C(O[C:6](=O)[N:7](C)[C@@H:8]([C:15](=[O:18])[NH:16][CH3:17])[CH2:9][C:10]1[S:11][CH:12]=[CH:13][CH:14]=1)(C)(C)C.FC(F)(F)C(O)=O.O.C(=O)([O-])O.[Na+]. (7) Given the product [F:1][CH:2]([F:19])[O:3][C:4]1[CH:13]=[C:12]2[C:7]([C:8]([CH3:18])=[CH:9][C:10](=[O:17])[N:11]2[CH2:14][CH2:15][N:42]2[CH2:43][CH2:44][CH:39]([N:31]([CH2:30][C:28]3[CH:27]=[CH:26][C:25]4[O:20][CH2:21][CH2:22][O:23][C:24]=4[CH:29]=3)[C:32](=[O:38])[O:33][C:34]([CH3:36])([CH3:35])[CH3:37])[CH2:40][CH2:41]2)=[CH:6][CH:5]=1, predict the reactants needed to synthesize it. The reactants are: [F:1][CH:2]([F:19])[O:3][C:4]1[CH:13]=[C:12]2[C:7]([C:8]([CH3:18])=[CH:9][C:10](=[O:17])[N:11]2[CH2:14][CH:15]=O)=[CH:6][CH:5]=1.[O:20]1[C:25]2[CH:26]=[CH:27][C:28]([CH2:30][N:31]([CH:39]3[CH2:44][CH2:43][NH:42][CH2:41][CH2:40]3)[C:32](=[O:38])[O:33][C:34]([CH3:37])([CH3:36])[CH3:35])=[CH:29][C:24]=2[O:23][CH2:22][CH2:21]1.C(O[BH-](OC(=O)C)OC(=O)C)(=O)C.[Na+].C(=O)([O-])O.[Na+]. (8) Given the product [NH2:12][C:13]1[CH:32]=[CH:31][C:16]([O:17][C:18]2[C:27]3[C:22](=[CH:23][C:24]([O:30][CH2:40][C@H:39]4[CH2:35][O:38]4)=[C:25]([C:28]#[N:29])[CH:26]=3)[N:21]=[CH:20][CH:19]=2)=[CH:15][C:14]=1[F:33], predict the reactants needed to synthesize it. The reactants are: CN(C)C=O.C(=O)([O-])[O-].[K+].[K+].[NH2:12][C:13]1[CH:32]=[CH:31][C:16]([O:17][C:18]2[C:27]3[C:22](=[CH:23][C:24]([OH:30])=[C:25]([C:28]#[N:29])[CH:26]=3)[N:21]=[CH:20][CH:19]=2)=[CH:15][C:14]=1[F:33].O.[C:35]([O:38][CH2:39][CH3:40])(=O)C. (9) Given the product [Cl:16][C:5]1[C:4]2[C:9](=[C:10]([I:12])[CH:11]=[C:2]([Cl:1])[CH:3]=2)[N:8]=[CH:7][N:6]=1, predict the reactants needed to synthesize it. The reactants are: [Cl:1][C:2]1[CH:3]=[C:4]2[C:9](=[C:10]([I:12])[CH:11]=1)[N:8]=[CH:7][NH:6][C:5]2=O.S(Cl)([Cl:16])=O. (10) Given the product [CH3:22][C:21]([CH3:24])([CH3:23])[C:20]#[C:19][C:17]1[S:16][C:15]([C:25]([O:27][CH3:28])=[O:26])=[C:14]([NH:2][C@H:3]2[CH2:8][CH2:7][CH2:6][N:5]([CH:9]([CH3:10])[CH3:11])[C:4]2=[O:12])[CH:18]=1, predict the reactants needed to synthesize it. The reactants are: Cl.[NH2:2][C@H:3]1[CH2:8][CH2:7][CH2:6][N:5]([CH:9]([CH3:11])[CH3:10])[C:4]1=[O:12].Br[C:14]1[CH:18]=[C:17]([C:19]#[C:20][C:21]([CH3:24])([CH3:23])[CH3:22])[S:16][C:15]=1[C:25]([O:27][CH3:28])=[O:26].C(=O)([O-])[O-].[Cs+].[Cs+].C1C=CC(P(C2C(C3C(P(C4C=CC=CC=4)C4C=CC=CC=4)=CC=C4C=3C=CC=C4)=C3C(C=CC=C3)=CC=2)C2C=CC=CC=2)=CC=1.